Task: Predict the product of the given reaction.. Dataset: Forward reaction prediction with 1.9M reactions from USPTO patents (1976-2016) Given the reactants [NH2:1][C:2]1[N:10]=[C:9]([C:11]([F:14])([F:13])[F:12])[CH:8]=[CH:7][C:3]=1[C:4](O)=[O:5].[NH2:15][C:16](N)=[O:17].FC1C=NC2N=C(O)N=C(O)C=2C=1, predict the reaction product. The product is: [F:12][C:11]([F:14])([F:13])[C:9]1[CH:8]=[CH:7][C:3]2[C:4]([OH:5])=[N:15][C:16]([OH:17])=[N:1][C:2]=2[N:10]=1.